This data is from Full USPTO retrosynthesis dataset with 1.9M reactions from patents (1976-2016). The task is: Predict the reactants needed to synthesize the given product. (1) The reactants are: [CH:1]1([CH2:4][O:5][C:6]2[N:11]=[C:10]([C:12]([OH:14])=O)[CH:9]=[CH:8][C:7]=2[N:15]2[CH2:18][C:17]([F:20])([F:19])[CH2:16]2)[CH2:3][CH2:2]1.Cl.[CH2:22]1[C:24]2([CH2:28][CH2:27][NH:26][CH:25]2[C:29]([NH2:31])=[O:30])[CH2:23]1.Cl.C1C2(CC(C(N)=O)NC2)C1. Given the product [CH:1]1([CH2:4][O:5][C:6]2[N:11]=[C:10]([C:12]([N:26]3[CH2:27][CH2:28][C:24]4([CH2:22][CH2:23]4)[CH:25]3[C:29]([NH2:31])=[O:30])=[O:14])[CH:9]=[CH:8][C:7]=2[N:15]2[CH2:18][C:17]([F:20])([F:19])[CH2:16]2)[CH2:2][CH2:3]1, predict the reactants needed to synthesize it. (2) Given the product [CH3:1][O:2][C:3]1[CH:4]=[C:5]([C:9]2[N:10]=[CH:11][N:12]([C:14]3[CH:15]=[CH:16][C:17]([O:20][CH3:21])=[CH:18][CH:19]=3)[CH:13]=2)[CH:6]=[CH:7][CH:8]=1, predict the reactants needed to synthesize it. The reactants are: [CH3:1][O:2][C:3]1[CH:4]=[C:5]([C:9]2[NH:10][C:11](=S)[N:12]([C:14]3[CH:19]=[CH:18][C:17]([O:20][CH3:21])=[CH:16][CH:15]=3)[CH:13]=2)[CH:6]=[CH:7][CH:8]=1.N([O-])=O.[Na+]. (3) Given the product [CH3:1][N:2]1[C:7]([CH3:9])([CH3:8])[CH2:6][CH:5]([C:10]2[CH:15]=[CH:14][C:13]([NH2:16])=[C:12]([O:19][CH:20]([CH3:21])[CH3:22])[CH:11]=2)[CH2:4][C:3]1([CH3:23])[CH3:24], predict the reactants needed to synthesize it. The reactants are: [CH3:1][N:2]1[C:7]([CH3:9])([CH3:8])[CH:6]=[C:5]([C:10]2[CH:15]=[CH:14][C:13]([N+:16]([O-])=O)=[C:12]([O:19][CH:20]([CH3:22])[CH3:21])[CH:11]=2)[CH2:4][C:3]1([CH3:24])[CH3:23].C([O-])=O.[NH4+]. (4) Given the product [CH3:22][C:17]1([CH3:23])[C:18]([CH3:21])([CH3:20])[O:19][B:15]([C:2]2[CH:3]=[C:4]3[C:8](=[CH:9][CH:10]=2)[C:7]([CH3:12])([CH3:11])[CH2:6][C:5]3([CH3:14])[CH3:13])[O:16]1, predict the reactants needed to synthesize it. The reactants are: Br[C:2]1[CH:3]=[C:4]2[C:8](=[CH:9][CH:10]=1)[C:7]([CH3:12])([CH3:11])[CH2:6][C:5]2([CH3:14])[CH3:13].[B:15]1([B:15]2[O:19][C:18]([CH3:21])([CH3:20])[C:17]([CH3:23])([CH3:22])[O:16]2)[O:19][C:18]([CH3:21])([CH3:20])[C:17]([CH3:23])([CH3:22])[O:16]1. (5) Given the product [CH2:19]([O:23][C:24]1[CH:25]=[C:26]([NH:27][C:16]([C:12]2[NH:13][C:14]3[C:10]([CH:11]=2)=[CH:9][CH:8]=[C:7]([NH:6][S:3]([CH3:2])(=[O:4])=[O:5])[CH:15]=3)=[O:18])[CH:28]=[C:29]([S:31]([C:34]2[CH:39]=[CH:38][CH:37]=[C:36]([O:40][C:41]([F:42])([F:43])[F:44])[CH:35]=2)(=[O:33])=[O:32])[CH:30]=1)[CH:20]([CH3:22])[CH3:21], predict the reactants needed to synthesize it. The reactants are: Cl.[CH3:2][S:3]([NH:6][C:7]1[CH:15]=[C:14]2[C:10]([CH:11]=[C:12]([C:16]([OH:18])=O)[NH:13]2)=[CH:9][CH:8]=1)(=[O:5])=[O:4].[CH2:19]([O:23][C:24]1[CH:25]=[C:26]([CH:28]=[C:29]([S:31]([C:34]2[CH:39]=[CH:38][CH:37]=[C:36]([O:40][C:41]([F:44])([F:43])[F:42])[CH:35]=2)(=[O:33])=[O:32])[CH:30]=1)[NH2:27])[CH:20]([CH3:22])[CH3:21].CN(C(ON1N=NC2C=CC=NC1=2)=[N+](C)C)C.F[P-](F)(F)(F)(F)F.CCN(C(C)C)C(C)C. (6) Given the product [F:29][CH:27]([F:28])[O:26][C:23]1[CH:24]=[CH:25][C:20]([CH2:19][N:16]2[CH:11]([C:4]3[C:5]([O:9][CH3:10])=[CH:6][CH:7]=[CH:8][C:3]=3[O:2][CH3:1])[CH2:12][CH2:13][CH2:14][C:15]2=[O:17])=[N:21][CH:22]=1, predict the reactants needed to synthesize it. The reactants are: [CH3:1][O:2][C:3]1[CH:8]=[CH:7][CH:6]=[C:5]([O:9][CH3:10])[C:4]=1[CH:11]1[NH:16][C:15](=[O:17])[CH2:14][CH2:13][CH2:12]1.Br[CH2:19][C:20]1[CH:25]=[CH:24][C:23]([O:26][CH:27]([F:29])[F:28])=[CH:22][N:21]=1. (7) Given the product [F:1][C:2]1([F:12])[CH2:5][C:4]([CH2:9][NH2:11])([CH2:6][NH2:8])[CH2:3]1, predict the reactants needed to synthesize it. The reactants are: [F:1][C:2]1([F:12])[CH2:5][C:4]([C:9]([NH2:11])=O)([C:6]([NH2:8])=O)[CH2:3]1.[H-].[Al+3].[Li+].[H-].[H-].[H-].